Dataset: Full USPTO retrosynthesis dataset with 1.9M reactions from patents (1976-2016). Task: Predict the reactants needed to synthesize the given product. (1) The reactants are: [F:1][C:2]1[CH:3]=[C:4]([C:11](=O)[CH2:12][C:13](=O)[C:14]([F:17])([F:16])[F:15])[CH:5]=[C:6]([F:10])[C:7]=1[S:8][CH3:9].Cl.[F:21][C:22]1[CH:27]=[CH:26][C:25]([NH:28][NH2:29])=[CH:24][CH:23]=1. Given the product [F:1][C:2]1[CH:3]=[C:4]([C:11]2[N:28]([C:25]3[CH:26]=[CH:27][C:22]([F:21])=[CH:23][CH:24]=3)[N:29]=[C:13]([C:14]([F:17])([F:16])[F:15])[CH:12]=2)[CH:5]=[C:6]([F:10])[C:7]=1[S:8][CH3:9], predict the reactants needed to synthesize it. (2) The reactants are: [OH-].[Na+].C[O:4][C:5](=[O:43])[C@@H:6]([CH2:39][CH:40]([CH3:42])[CH3:41])[NH:7][C:8](=[O:38])[CH2:9][C@H:10]1[O:16][C@H:15]([C:17]2[CH:22]=[CH:21][CH:20]=[C:19]([O:23][CH3:24])[C:18]=2[O:25][CH3:26])[C:14]2[CH:27]=[C:28]([Cl:31])[CH:29]=[CH:30][C:13]=2[N:12]([CH2:32][C:33]([CH3:36])([CH3:35])[CH3:34])[C:11]1=[O:37].O.Cl. Given the product [Cl:31][C:28]1[CH:29]=[CH:30][C:13]2[N:12]([CH2:32][C:33]([CH3:35])([CH3:34])[CH3:36])[C:11](=[O:37])[C@@H:10]([CH2:9][C:8]([NH:7][C@@H:6]([C:5]([OH:43])=[O:4])[CH2:39][CH:40]([CH3:42])[CH3:41])=[O:38])[O:16][C@H:15]([C:17]3[CH:22]=[CH:21][CH:20]=[C:19]([O:23][CH3:24])[C:18]=3[O:25][CH3:26])[C:14]=2[CH:27]=1, predict the reactants needed to synthesize it.